The task is: Predict the reactants needed to synthesize the given product.. This data is from Full USPTO retrosynthesis dataset with 1.9M reactions from patents (1976-2016). (1) Given the product [O:1]1[C:5]([CH:6]=[O:7])=[CH:4][C:3]2[CH2:8][CH2:9][CH2:10][C:2]1=2, predict the reactants needed to synthesize it. The reactants are: [O:1]1[C:5]([CH2:6][OH:7])=[CH:4][C:3]2[CH2:8][CH2:9][CH2:10][C:2]1=2. (2) Given the product [O:8]=[C:6]1[C:5]2[C:4](=[CH:12][CH:11]=[CH:10][CH:9]=2)[N:2]2[N:3]=[CH:21][C:15]([C:16]([OH:18])=[O:17])=[C:13]2[NH:14]1, predict the reactants needed to synthesize it. The reactants are: Cl.[NH:2]([C:4]1[CH:12]=[CH:11][CH:10]=[CH:9][C:5]=1[C:6]([OH:8])=O)[NH2:3].[C:13](/[C:15](=[CH:21]\OCC)/[C:16]([O:18]CC)=[O:17])#[N:14].C([O-])(=O)C.[Na+].[OH-].[Na+]. (3) Given the product [Cl:31][C:32]1[CH:37]=[CH:36][C:35]([C:56]2[C:57]([N:62]3[CH2:73][CH2:72][CH2:71][C@H:63]3[C:64]([O:66][C:67]([CH3:69])([CH3:70])[CH3:68])=[O:65])=[N:58][CH:59]=[CH:60][CH:61]=2)=[CH:34][C:33]=1[C:41]([NH:43][CH2:44][C:45]12[CH2:54][CH:49]3[CH2:50][CH:51]([CH2:53][CH:47]([CH2:48]3)[CH2:46]1)[CH2:52]2)=[O:42], predict the reactants needed to synthesize it. The reactants are: ClC1C(C(NCC23CC4CC(CC(C4)C2)C3)=O)=CC(C2C=CC=CC=2C(O)=O)=NC=1.[Cl:31][C:32]1[CH:37]=[CH:36][C:35](B(O)O)=[CH:34][C:33]=1[C:41]([NH:43][CH2:44][C:45]12[CH2:54][CH:49]3[CH2:50][CH:51]([CH2:53][CH:47]([CH2:48]3)[CH2:46]1)[CH2:52]2)=[O:42].Br[C:56]1[C:57]([N:62]2[CH2:73][CH2:72][CH2:71][C@H:63]2[C:64]([O:66][C:67]([CH3:70])([CH3:69])[CH3:68])=[O:65])=[N:58][CH:59]=[CH:60][CH:61]=1. (4) Given the product [CH3:6][S:21][C:20]([NH:19][C:13]1[CH:18]=[CH:17][CH:16]=[CH:15][CH:14]=1)=[C:2]([C:1]#[N:5])[C:3]#[N:4], predict the reactants needed to synthesize it. The reactants are: [C:1](#[N:5])[CH2:2][C:3]#[N:4].[CH2:6](N(CC)CC)C.[C:13]1([N:19]=[C:20]=[S:21])[CH:18]=[CH:17][CH:16]=[CH:15][CH:14]=1.CI. (5) Given the product [N:15]([CH2:13][C:10]1[O:9][C:8]([C:5]2[CH:6]=[CH:7][C:2]([Br:1])=[CH:3][CH:4]=2)=[N:12][N:11]=1)=[N+:16]=[N-:17], predict the reactants needed to synthesize it. The reactants are: [Br:1][C:2]1[CH:7]=[CH:6][C:5]([C:8]2[O:9][C:10]([CH2:13]Cl)=[N:11][N:12]=2)=[CH:4][CH:3]=1.[N-:15]=[N+:16]=[N-:17].[Na+]. (6) Given the product [N:13]([CH2:10][CH:8]([OH:9])[CH2:7][C:6]1[CH:11]=[CH:12][C:3]([O:2][CH3:1])=[CH:4][CH:5]=1)=[N+:14]=[N-:15], predict the reactants needed to synthesize it. The reactants are: [CH3:1][O:2][C:3]1[CH:12]=[CH:11][C:6]([CH2:7][CH:8]2[CH2:10][O:9]2)=[CH:5][CH:4]=1.[N-:13]=[N+:14]=[N-:15].[Na+]. (7) Given the product [NH2:8][C:5]1[CH:6]=[CH:7][C:2]([Cl:1])=[C:3]([NH:11][C:12](=[O:20])[CH2:13][N:14]2[CH2:15][CH2:16][O:17][CH2:18][CH2:19]2)[CH:4]=1, predict the reactants needed to synthesize it. The reactants are: [Cl:1][C:2]1[CH:7]=[CH:6][C:5]([N+:8]([O-])=O)=[CH:4][C:3]=1[NH:11][C:12](=[O:20])[CH2:13][N:14]1[CH2:19][CH2:18][O:17][CH2:16][CH2:15]1.O.O.[Sn](Cl)Cl.C(O)C.